From a dataset of Forward reaction prediction with 1.9M reactions from USPTO patents (1976-2016). Predict the product of the given reaction. (1) Given the reactants [CH3:1][O:2][C:3]1[C:12]2[C:7](=[CH:8][CH:9]=[CH:10][CH:11]=2)[C:6]([NH:13]S(C2SC=CC=2)(=O)=O)=[CH:5][C:4]=1[S:22][CH2:23][C:24]([O:26][CH3:27])=[O:25].[O:28]([C:35]1[CH:40]=[CH:39][C:38]([S:41](Cl)(=[O:43])=[O:42])=[CH:37][CH:36]=1)[C:29]1[CH:34]=[CH:33][CH:32]=[CH:31][CH:30]=1, predict the reaction product. The product is: [CH3:1][O:2][C:3]1[C:12]2[C:7](=[CH:8][CH:9]=[CH:10][CH:11]=2)[C:6]([NH:13][S:41]([C:38]2[CH:39]=[CH:40][C:35]([O:28][C:29]3[CH:34]=[CH:33][CH:32]=[CH:31][CH:30]=3)=[CH:36][CH:37]=2)(=[O:43])=[O:42])=[CH:5][C:4]=1[S:22][CH2:23][C:24]([O:26][CH3:27])=[O:25]. (2) Given the reactants C(OC(=O)[NH:7][C@H:8]1[CH2:13][CH2:12][C@H:11]([NH:14][CH2:15][C:16]2[C:21]([CH3:22])=[CH:20][C:19]([CH3:23])=[CH:18][N:17]=2)[CH2:10][CH2:9]1)(C)(C)C.[O:25]([CH2:33][C:34]1[C:35]([CH:40]=O)=[N:36][CH:37]=[CH:38][CH:39]=1)[Si](C(C)(C)C)(C)C.[BH-](OC(C)=O)(OC(C)=O)OC(C)=O.[Na+].C(Cl)[Cl:57], predict the reaction product. The product is: [ClH:57].[CH3:22][C:21]1[C:16]([CH2:15][N:14]([CH2:40][C:35]2[C:34]([CH2:33][OH:25])=[CH:39][CH:38]=[CH:37][N:36]=2)[C@H:11]2[CH2:10][CH2:9][C@H:8]([NH2:7])[CH2:13][CH2:12]2)=[N:17][CH:18]=[C:19]([CH3:23])[CH:20]=1. (3) Given the reactants [CH2:1]([N:5]1[C:9]2([CH2:14][CH2:13][NH:12][CH2:11][CH2:10]2)[C:8](=[O:15])[NH:7][C:6]1=[O:16])[CH2:2][CH2:3][CH3:4].C(=O)([O-])[O-].[K+].[K+].[C:23](OC([O-])=O)([O:25][C:26]([CH3:29])([CH3:28])[CH3:27])=[O:24].Cl, predict the reaction product. The product is: [CH2:1]([N:5]1[C:9]2([CH2:14][CH2:13][N:12]([C:23]([O:25][C:26]([CH3:29])([CH3:28])[CH3:27])=[O:24])[CH2:11][CH2:10]2)[C:8](=[O:15])[NH:7][C:6]1=[O:16])[CH2:2][CH2:3][CH3:4]. (4) Given the reactants [Br:1][C:2]1[C:3](Cl)=[N:4][CH:5]=[CH:6][C:7]=1[CH3:8].[CH2:10]([OH:12])[CH3:11].[H-].[Na+], predict the reaction product. The product is: [Br:1][C:2]1[C:3]([O:12][CH2:10][CH3:11])=[N:4][CH:5]=[CH:6][C:7]=1[CH3:8]. (5) Given the reactants [CH3:1][C:2]1[C:10]2[C:5](=[CH:6][CH:7]=[C:8]([CH:11]=O)[CH:9]=2)[NH:4][N:3]=1.[NH2:13][C:14]([CH:18]([CH3:20])[CH3:19])=[CH:15][C:16]#[N:17].[C:28]([O:30][CH2:31][C:32](=O)[CH2:27][C:28]([O:30][CH2:31][CH3:32])=[O:29])(=[O:29])[CH3:27].Cl, predict the reaction product. The product is: [CH3:1][C:2]1[C:10]2[C:5](=[CH:6][CH:7]=[C:8]([CH:11]3[C:15]([C:16]#[N:17])=[C:14]([CH:18]([CH3:20])[CH3:19])[NH:13][C:32]4[CH2:31][O:30][C:28](=[O:29])[C:27]3=4)[CH:9]=2)[NH:4][N:3]=1. (6) Given the reactants [CH3:1][N:2]([CH3:38])[C:3]([O:5][C:6]1[CH:7]=[C:8]([C:12]2[CH:13]=[C:14]([C:22]([NH:24][C:25]3[CH:26]=[C:27](/[CH:31]=[CH:32]/[C:33]([O:35]CC)=[O:34])[CH:28]=[CH:29][CH:30]=3)=[O:23])[C:15]3[C:20]([CH:21]=2)=[CH:19][CH:18]=[CH:17][CH:16]=3)[CH:9]=[CH:10][CH:11]=1)=[O:4].O[Li].O, predict the reaction product. The product is: [CH3:38][N:2]([CH3:1])[C:3]([O:5][C:6]1[CH:7]=[C:8]([C:12]2[CH:13]=[C:14]([C:22]([NH:24][C:25]3[CH:26]=[C:27](/[CH:31]=[CH:32]/[C:33]([OH:35])=[O:34])[CH:28]=[CH:29][CH:30]=3)=[O:23])[C:15]3[C:20]([CH:21]=2)=[CH:19][CH:18]=[CH:17][CH:16]=3)[CH:9]=[CH:10][CH:11]=1)=[O:4]. (7) The product is: [Cl:2][C:3]1[CH:4]=[C:5]([CH:20]=[CH:21][C:22]=1[Cl:23])[CH2:6][NH:7][C:8]1[CH:9]=[CH:10][C:11]2[N:12]([C:14]([C:17]([N:54]3[CH2:59][CH2:58][O:57][CH2:56][CH2:55]3)=[O:19])=[CH:15][N:16]=2)[N:13]=1. Given the reactants Cl.[Cl:2][C:3]1[CH:4]=[C:5]([CH:20]=[CH:21][C:22]=1[Cl:23])[CH2:6][NH:7][C:8]1[CH:9]=[CH:10][C:11]2[N:12]([C:14]([C:17]([OH:19])=O)=[CH:15][N:16]=2)[N:13]=1.O.ON1C2C=CC=CC=2N=N1.Cl.CN(C)CCCN=C=NCC.C(N(CC)CC)C.[NH:54]1[CH2:59][CH2:58][O:57][CH2:56][CH2:55]1.C(=O)([O-])[O-].[K+].[K+], predict the reaction product. (8) Given the reactants [Cl:1][C:2]1[CH:7]=[CH:6][C:5]([C:8]2[CH:13]=[CH:12][C:11]([CH2:14][S:15][CH:16]([CH2:23][CH2:24][N:25]3[C:30](=[O:31])[C:29]4[CH:32]=[CH:33][CH:34]=[CH:35][C:28]=4[N:27]=[N:26]3)[C:17]([O:19]CC=C)=[O:18])=[CH:10][CH:9]=2)=[CH:4][CH:3]=1.N1CCOCC1, predict the reaction product. The product is: [Cl:1][C:2]1[CH:7]=[CH:6][C:5]([C:8]2[CH:9]=[CH:10][C:11]([CH2:14][S:15][CH:16]([CH2:23][CH2:24][N:25]3[C:30](=[O:31])[C:29]4[CH:32]=[CH:33][CH:34]=[CH:35][C:28]=4[N:27]=[N:26]3)[C:17]([OH:19])=[O:18])=[CH:12][CH:13]=2)=[CH:4][CH:3]=1. (9) Given the reactants [CH2:1]([O:3][C:4]([C:6]1[NH:7][C:8]2[C:13]([CH:14]=1)=[CH:12][CH:11]=[C:10]([CH3:15])[C:9]=2[Cl:16])=[O:5])[CH3:2].[C:17]([O:21][C:22]([N:24]1[CH2:28][C@H:27]([CH3:29])OS1(=O)=O)=[O:23])([CH3:20])([CH3:19])[CH3:18], predict the reaction product. The product is: [CH2:1]([O:3][C:4]([C:6]1[N:7]([C@H:27]([CH3:29])[CH2:28][NH:24][C:22]([O:21][C:17]([CH3:20])([CH3:19])[CH3:18])=[O:23])[C:8]2[C:13]([CH:14]=1)=[CH:12][CH:11]=[C:10]([CH3:15])[C:9]=2[Cl:16])=[O:5])[CH3:2]. (10) Given the reactants C(OC(C)C)(=O)C.[C:8]([O:12][C:13]([N:15]1[C@H:19]([CH2:20][C:21]2[CH:26]=[CH:25][C:24]([C:27]3[CH:32]=[CH:31][CH:30]=[CH:29][CH:28]=3)=[CH:23][CH:22]=2)[CH2:18][C:17](=[CH2:33])[C:16]1=[O:34])=[O:14])([CH3:11])([CH3:10])[CH3:9].[H][H], predict the reaction product. The product is: [C:8]([O:12][C:13]([N:15]1[C@H:19]([CH2:20][C:21]2[CH:22]=[CH:23][C:24]([C:27]3[CH:28]=[CH:29][CH:30]=[CH:31][CH:32]=3)=[CH:25][CH:26]=2)[CH2:18][C@@H:17]([CH3:33])[C:16]1=[O:34])=[O:14])([CH3:11])([CH3:9])[CH3:10].[C:8]([O:12][C:13]([N:15]1[C@H:19]([CH2:20][C:21]2[CH:22]=[CH:23][C:24]([C:27]3[CH:28]=[CH:29][CH:30]=[CH:31][CH:32]=3)=[CH:25][CH:26]=2)[CH2:18][C@H:17]([CH3:33])[C:16]1=[O:34])=[O:14])([CH3:11])([CH3:9])[CH3:10].